Predict the product of the given reaction. From a dataset of Forward reaction prediction with 1.9M reactions from USPTO patents (1976-2016). (1) Given the reactants [CH3:1][C:2]1[CH:7]=[C:6]([O:8][CH2:9][CH:10]2[CH2:14][CH2:13][CH2:12][O:11]2)[CH:5]=[C:4]([CH3:15])[C:3]=1[C:16]1[CH:21]=[CH:20][CH:19]=[C:18]([CH2:22][O:23][C:24]2[CH:29]=[CH:28][C:27]([C:30]3([CH2:34][C:35]([O:37]CC)=[O:36])[CH2:33][O:32][CH2:31]3)=[CH:26][CH:25]=2)[CH:17]=1, predict the reaction product. The product is: [CH3:15][C:4]1[CH:5]=[C:6]([O:8][CH2:9][CH:10]2[CH2:14][CH2:13][CH2:12][O:11]2)[CH:7]=[C:2]([CH3:1])[C:3]=1[C:16]1[CH:21]=[CH:20][CH:19]=[C:18]([CH2:22][O:23][C:24]2[CH:25]=[CH:26][C:27]([C:30]3([CH2:34][C:35]([OH:37])=[O:36])[CH2:33][O:32][CH2:31]3)=[CH:28][CH:29]=2)[CH:17]=1. (2) Given the reactants Cl.[NH2:2][C@H:3]1[CH2:8][CH2:7][C@H:6]([NH:9][C:10]([C:12]2[C:16]3=[N:17][CH:18]=[CH:19][C:20]([C:21]4[CH:26]=[C:25]([F:27])[C:24]([O:28][CH3:29])=[CH:23][C:22]=4[O:30][CH2:31][CH:32]4[CH2:34][CH2:33]4)=[C:15]3[NH:14][C:13]=2[CH3:35])=[O:11])[CH2:5][CH2:4]1.[C:36](Cl)(=[O:39])[CH2:37][CH3:38], predict the reaction product. The product is: [CH:32]1([CH2:31][O:30][C:22]2[CH:23]=[C:24]([O:28][CH3:29])[C:25]([F:27])=[CH:26][C:21]=2[C:20]2[CH:19]=[CH:18][N:17]=[C:16]3[C:12]([C:10]([NH:9][C@H:6]4[CH2:7][CH2:8][C@H:3]([NH:2][C:36](=[O:39])[CH2:37][CH3:38])[CH2:4][CH2:5]4)=[O:11])=[C:13]([CH3:35])[NH:14][C:15]=23)[CH2:33][CH2:34]1. (3) Given the reactants [CH2:1]([O:8][C:9]([NH:11][C:12]([N:14]1[CH2:18][CH2:17][CH:16]([CH2:19][OH:20])[CH2:15]1)=[NH:13])=[O:10])[C:2]1[CH:7]=[CH:6][CH:5]=[CH:4][CH:3]=1.C(N(CC)CC)C.[CH3:28][S:29](Cl)(=[O:31])=[O:30], predict the reaction product. The product is: [CH2:1]([O:8][C:9]([NH:11][C:12]([N:14]1[CH2:18][CH2:17][CH:16]([CH2:19][O:20][S:29]([CH3:28])(=[O:31])=[O:30])[CH2:15]1)=[NH:13])=[O:10])[C:2]1[CH:3]=[CH:4][CH:5]=[CH:6][CH:7]=1.